From a dataset of Full USPTO retrosynthesis dataset with 1.9M reactions from patents (1976-2016). Predict the reactants needed to synthesize the given product. Given the product [F:1][C:2]1[CH:7]=[CH:6][C:5]([C:8]2[CH:12]=[C:11]([NH:13]/[C:14](/[NH:26][CH2:27][CH:28]([CH3:30])[CH3:29])=[N:15]\[C:16](=[O:25])[C:17]3[CH:22]=[CH:21][CH:20]=[C:19]([S:23]([CH3:24])=[O:32])[CH:18]=3)[NH:10][N:9]=2)=[CH:4][CH:3]=1, predict the reactants needed to synthesize it. The reactants are: [F:1][C:2]1[CH:7]=[CH:6][C:5]([C:8]2[CH:12]=[C:11]([NH:13]/[C:14](/[NH:26][CH2:27][CH:28]([CH3:30])[CH3:29])=[N:15]\[C:16](=[O:25])[C:17]3[CH:22]=[CH:21][CH:20]=[C:19]([S:23][CH3:24])[CH:18]=3)[NH:10][N:9]=2)=[CH:4][CH:3]=1.I(O)(=O)(=O)=[O:32].